Predict which catalyst facilitates the given reaction. From a dataset of Catalyst prediction with 721,799 reactions and 888 catalyst types from USPTO. (1) Reactant: Cl[C:2]1[C:11]2[C:6](=[CH:7][C:8]([O:14][CH2:15][CH2:16][CH2:17][N:18]3[CH2:23][CH2:22][O:21][CH2:20][CH2:19]3)=[C:9]([O:12][CH3:13])[CH:10]=2)[N:5]=[CH:4][N:3]=1.C(=O)([O-])[O-].[K+].[K+].[OH:30][C:31]1[CH:32]=[C:33]2[C:38](=[CH:39][CH:40]=1)[N:37]=[CH:36][CH:35]=[CH:34]2.[OH-].[Na+]. Product: [CH3:13][O:12][C:9]1[CH:10]=[C:11]2[C:6](=[CH:7][C:8]=1[O:14][CH2:15][CH2:16][CH2:17][N:18]1[CH2:23][CH2:22][O:21][CH2:20][CH2:19]1)[N:5]=[CH:4][N:3]=[C:2]2[O:30][C:31]1[CH:32]=[C:33]2[C:38](=[CH:39][CH:40]=1)[N:37]=[CH:36][CH:35]=[CH:34]2. The catalyst class is: 3. (2) Reactant: C[O:2][C:3](=[O:13])[C:4]1[CH:9]=[CH:8][C:7]([NH2:10])=[CH:6][C:5]=1[O:11][CH3:12].[Li+].[OH-].Cl. Product: [NH2:10][C:7]1[CH:8]=[CH:9][C:4]([C:3]([OH:13])=[O:2])=[C:5]([O:11][CH3:12])[CH:6]=1. The catalyst class is: 20. (3) Reactant: [CH3:1][O:2][C:3]1[CH:8]=[C:7]([N+:9]([O-])=O)[CH:6]=[CH:5][C:4]=1[C:12]([CH3:16])([CH3:15])[C:13]#[N:14]. Product: [NH2:9][C:7]1[CH:6]=[CH:5][C:4]([C:12]([CH3:16])([CH3:15])[C:13]#[N:14])=[C:3]([O:2][CH3:1])[CH:8]=1. The catalyst class is: 19.